Dataset: Full USPTO retrosynthesis dataset with 1.9M reactions from patents (1976-2016). Task: Predict the reactants needed to synthesize the given product. (1) Given the product [OH:11][C:8]([C:5]1[CH:6]=[CH:7][C:2]([C:41]#[C:40][Si:37]([CH3:39])([CH3:38])[CH3:36])=[N:3][CH:4]=1)([CH3:10])[CH3:9], predict the reactants needed to synthesize it. The reactants are: Br[C:2]1[CH:7]=[CH:6][C:5]([C:8]([OH:11])([CH3:10])[CH3:9])=[CH:4][N:3]=1.C(NC(C1C(=O)C2C(=NC=CC=2)N(C2C=CC=C(Br)C=2)C=1)=O)(C)C.[CH3:36][Si:37]([C:40]#[CH:41])([CH3:39])[CH3:38].C1(C(O)(C#C)C)C=CC=CC=1. (2) Given the product [C:12]([C:6]1[CH:7]=[N:8][C:9]2[C:4]([C:5]=1[NH:17][C:18]1[CH:19]=[CH:20][C:21]([N:24]3[CH2:25][CH2:26][N:27]([C:30]([O:32][C:33]([CH3:34])([CH3:35])[CH3:36])=[O:31])[CH2:28][CH2:29]3)=[N:22][CH:23]=1)=[CH:3][C:2]([C:42]1[CH:41]=[C:40]([F:53])[C:39]([OH:54])=[C:38]([Cl:37])[CH:43]=1)=[CH:11][CH:10]=2)(=[O:16])[CH2:13][CH2:14][CH3:15], predict the reactants needed to synthesize it. The reactants are: Br[C:2]1[CH:3]=[C:4]2[C:9](=[CH:10][CH:11]=1)[N:8]=[CH:7][C:6]([C:12](=[O:16])[CH2:13][CH2:14][CH3:15])=[C:5]2[NH:17][C:18]1[CH:19]=[CH:20][C:21]([N:24]2[CH2:29][CH2:28][N:27]([C:30]([O:32][C:33]([CH3:36])([CH3:35])[CH3:34])=[O:31])[CH2:26][CH2:25]2)=[N:22][CH:23]=1.[Cl:37][C:38]1[CH:43]=[C:42](B2OC(C)(C)C(C)(C)O2)[CH:41]=[C:40]([F:53])[C:39]=1[OH:54]. (3) Given the product [ClH:32].[F:1][C:2]1[CH:3]=[C:4]([C:13]2[N:17]([C:18]3[CH:19]=[CH:20][C:21]([S:24]([NH2:27])(=[O:26])=[O:25])=[N:22][CH:23]=3)[N:16]=[C:15]([C:28]([F:29])([F:30])[F:31])[CH:14]=2)[CH:5]=[CH:6][C:7]=1[C:8]1[N:9]=[CH:10][S:11][CH:12]=1, predict the reactants needed to synthesize it. The reactants are: [F:1][C:2]1[CH:3]=[C:4]([C:13]2[N:17]([C:18]3[CH:19]=[CH:20][C:21]([S:24]([NH2:27])(=[O:26])=[O:25])=[N:22][CH:23]=3)[N:16]=[C:15]([C:28]([F:31])([F:30])[F:29])[CH:14]=2)[CH:5]=[CH:6][C:7]=1[C:8]1[N:9]=[CH:10][S:11][CH:12]=1.[ClH:32].CO. (4) Given the product [NH2:12][C:11]1([C:17]2[CH:22]=[N:21][CH:20]=[CH:19][N:18]=2)[CH2:10][N:9]([C:5]2[N:4]=[C:3]([O:23][CH3:24])[C:2]([F:1])=[C:7]([CH3:8])[N:6]=2)[CH2:16][CH:15]1[CH2:14][OH:13], predict the reactants needed to synthesize it. The reactants are: [F:1][C:2]1[C:3]([O:23][CH3:24])=[N:4][C:5]([N:9]2[CH2:16][CH:15]3[C:11]([C:17]4[CH:22]=[N:21][CH:20]=[CH:19][N:18]=4)([NH:12][O:13][CH2:14]3)[CH2:10]2)=[N:6][C:7]=1[CH3:8].CO.